From a dataset of NCI-60 drug combinations with 297,098 pairs across 59 cell lines. Regression. Given two drug SMILES strings and cell line genomic features, predict the synergy score measuring deviation from expected non-interaction effect. (1) Drug 1: CC1=C2C(C(=O)C3(C(CC4C(C3C(C(C2(C)C)(CC1OC(=O)C(C(C5=CC=CC=C5)NC(=O)OC(C)(C)C)O)O)OC(=O)C6=CC=CC=C6)(CO4)OC(=O)C)O)C)O. Drug 2: C(CCl)NC(=O)N(CCCl)N=O. Cell line: MDA-MB-435. Synergy scores: CSS=1.57, Synergy_ZIP=-0.604, Synergy_Bliss=-1.83, Synergy_Loewe=0.241, Synergy_HSA=-2.62. (2) Drug 1: CC1=C2C(C(=O)C3(C(CC4C(C3C(C(C2(C)C)(CC1OC(=O)C(C(C5=CC=CC=C5)NC(=O)OC(C)(C)C)O)O)OC(=O)C6=CC=CC=C6)(CO4)OC(=O)C)O)C)O. Drug 2: CCC1=C2CN3C(=CC4=C(C3=O)COC(=O)C4(CC)O)C2=NC5=C1C=C(C=C5)O. Cell line: SNB-19. Synergy scores: CSS=20.8, Synergy_ZIP=4.31, Synergy_Bliss=7.34, Synergy_Loewe=-15.4, Synergy_HSA=6.75. (3) Drug 1: CCN(CC)CCNC(=O)C1=C(NC(=C1C)C=C2C3=C(C=CC(=C3)F)NC2=O)C. Drug 2: C(=O)(N)NO. Cell line: PC-3. Synergy scores: CSS=1.10, Synergy_ZIP=-0.269, Synergy_Bliss=-1.04, Synergy_Loewe=0.291, Synergy_HSA=-1.56. (4) Synergy scores: CSS=35.2, Synergy_ZIP=1.20, Synergy_Bliss=-0.898, Synergy_Loewe=-1.23, Synergy_HSA=-1.38. Cell line: M14. Drug 1: C1=C(C(=O)NC(=O)N1)F. Drug 2: CC1C(C(=O)NC(C(=O)N2CCCC2C(=O)N(CC(=O)N(C(C(=O)O1)C(C)C)C)C)C(C)C)NC(=O)C3=C4C(=C(C=C3)C)OC5=C(C(=O)C(=C(C5=N4)C(=O)NC6C(OC(=O)C(N(C(=O)CN(C(=O)C7CCCN7C(=O)C(NC6=O)C(C)C)C)C)C(C)C)C)N)C. (5) Drug 1: CC1=C(C(CCC1)(C)C)C=CC(=CC=CC(=CC(=O)O)C)C. Drug 2: C(CCl)NC(=O)N(CCCl)N=O. Cell line: MDA-MB-231. Synergy scores: CSS=15.2, Synergy_ZIP=-4.65, Synergy_Bliss=2.34, Synergy_Loewe=-0.347, Synergy_HSA=1.36.